From a dataset of Forward reaction prediction with 1.9M reactions from USPTO patents (1976-2016). Predict the product of the given reaction. Given the reactants Br[C:2]1[CH:7]=[CH:6][N:5]=[C:4]2[NH:8][CH:9]=[CH:10][C:3]=12.[CH3:11][O:12][C:13]1[CH:18]=[CH:17][C:16]([CH2:19][N:20]2[CH:24]=[C:23](B3OC(C)(C)C(C)(C)O3)[C:22]([C:34]3[CH:39]=[CH:38][C:37]([N+:40]([O-:42])=[O:41])=[CH:36][CH:35]=3)=[N:21]2)=[CH:15][CH:14]=1, predict the reaction product. The product is: [CH3:11][O:12][C:13]1[CH:18]=[CH:17][C:16]([CH2:19][N:20]2[CH:24]=[C:23]([C:2]3[CH:7]=[CH:6][N:5]=[C:4]4[NH:8][CH:9]=[CH:10][C:3]=34)[C:22]([C:34]3[CH:39]=[CH:38][C:37]([N+:40]([O-:42])=[O:41])=[CH:36][CH:35]=3)=[N:21]2)=[CH:15][CH:14]=1.